Task: Regression/Classification. Given a drug SMILES string, predict its absorption, distribution, metabolism, or excretion properties. Task type varies by dataset: regression for continuous measurements (e.g., permeability, clearance, half-life) or binary classification for categorical outcomes (e.g., BBB penetration, CYP inhibition). Dataset: cyp2d6_veith.. Dataset: CYP2D6 inhibition data for predicting drug metabolism from PubChem BioAssay (1) The drug is CCOc1ccc(CCNC(=O)C2CCN(S(=O)(=O)CC)CC2)cc1OCC. The result is 0 (non-inhibitor). (2) The molecule is CS(=O)(=O)Nc1cccc(-c2nc(NC3CC3)c3ccccc3n2)c1. The result is 0 (non-inhibitor). (3) The compound is Cc1noc(NC(=O)Nc2ccccc2F)c1C#N. The result is 0 (non-inhibitor). (4) The molecule is CCN1C(=O)C(O)(C2COC(C)(C)CC2=O)c2ccccc21. The result is 0 (non-inhibitor). (5) The molecule is O=C(O)c1c[nH]c2cc(C(F)(F)F)ccc2c1=O. The result is 0 (non-inhibitor). (6) The molecule is Cn1c(=O)c(-c2ccc(F)cc2)nc2cnc(N3CCOCC3)nc21. The result is 0 (non-inhibitor). (7) The drug is O=C(c1ccncc1)N1CCC[C@@]2(CCN(c3ccncc3)C2)C1. The result is 0 (non-inhibitor).